This data is from Reaction yield outcomes from USPTO patents with 853,638 reactions. The task is: Predict the reaction yield, written as a fraction of the theoretical maximum amount of product (1.0 means a 100% yield; for example, 0.34 means a 34% yield). (1) The reactants are [F:1][C:2]([F:15])([F:14])[C:3]1[CH:8]=[CH:7][C:6]([C@@H:9]2[O:11][C@H:10]2[CH2:12][OH:13])=[CH:5][CH:4]=1.Cl([O-])(=O)(=O)=O.[Li+].[N-:22]=[N+:23]=[N-:24].[Na+]. The catalyst is C(#N)C. The product is [N:22]([C@H:9]([C:6]1[CH:7]=[CH:8][C:3]([C:2]([F:15])([F:14])[F:1])=[CH:4][CH:5]=1)[C@@H:10]([OH:11])[CH2:12][OH:13])=[N+:23]=[N-:24]. The yield is 0.810. (2) The reactants are O.[OH-].[Li+].[O:4]=[C:5]1[NH:10][CH2:9][CH2:8][N:7]2[N:11]=[C:12]([C:14]([O:16]CC)=[O:15])[CH:13]=[C:6]12.Cl. The catalyst is O.C1COCC1.CO. The product is [O:4]=[C:5]1[NH:10][CH2:9][CH2:8][N:7]2[N:11]=[C:12]([C:14]([OH:16])=[O:15])[CH:13]=[C:6]12. The yield is 0.930. (3) The reactants are [CH:1]([C:3]1([C:6]([O:8][CH3:9])=[O:7])[CH2:5][CH2:4]1)=O.Cl.[F:11][C:12]1([F:18])[CH2:16][CH2:15][C@@H:14]([NH2:17])[CH2:13]1.C([O-])(=O)C.[Na+].C(O[BH-](OC(=O)C)OC(=O)C)(=O)C.[Na+]. The catalyst is ClCCl. The product is [F:11][C:12]1([F:18])[CH2:16][CH2:15][C@@H:14]([NH:17][CH2:1][C:3]2([C:6]([O:8][CH3:9])=[O:7])[CH2:5][CH2:4]2)[CH2:13]1. The yield is 1.00.